Dataset: Forward reaction prediction with 1.9M reactions from USPTO patents (1976-2016). Task: Predict the product of the given reaction. Given the reactants CC1(C)C(C)(C)OB([C:9]2[CH:10]=[CH:11][C:12]([NH:15][C:16]([NH:18][C:19]3[CH:24]=[CH:23][CH:22]=[C:21]([C:25]([F:28])([F:27])[F:26])[CH:20]=3)=[O:17])=[N:13][CH:14]=2)O1.Br[C:31]1[CH:36]=[CH:35][C:34]([C:37]2([O:41][CH2:42][C:43]([OH:45])=[O:44])[CH2:40][CH2:39][CH2:38]2)=[C:33]([F:46])[CH:32]=1.P([O-])([O-])([O-])=O.[K+].[K+].[K+].Cl, predict the reaction product. The product is: [F:46][C:33]1[CH:32]=[C:31]([C:9]2[CH:14]=[N:13][C:12]([NH:15][C:16]([NH:18][C:19]3[CH:24]=[CH:23][CH:22]=[C:21]([C:25]([F:26])([F:27])[F:28])[CH:20]=3)=[O:17])=[CH:11][CH:10]=2)[CH:36]=[CH:35][C:34]=1[C:37]1([O:41][CH2:42][C:43]([OH:45])=[O:44])[CH2:40][CH2:39][CH2:38]1.